This data is from Peptide-MHC class I binding affinity with 185,985 pairs from IEDB/IMGT. The task is: Regression. Given a peptide amino acid sequence and an MHC pseudo amino acid sequence, predict their binding affinity value. This is MHC class I binding data. (1) The peptide sequence is FVHTLLKTY. The MHC is HLA-B40:01 with pseudo-sequence HLA-B40:01. The binding affinity (normalized) is 0.0847. (2) The peptide sequence is SWKQSKMWR. The MHC is HLA-B57:01 with pseudo-sequence HLA-B57:01. The binding affinity (normalized) is 0.0847.